This data is from Reaction yield outcomes from USPTO patents with 853,638 reactions. The task is: Predict the reaction yield, written as a fraction of the theoretical maximum amount of product (1.0 means a 100% yield; for example, 0.34 means a 34% yield). (1) The reactants are [CH3:1][N:2]1[CH2:7][CH2:6][NH:5][CH2:4][CH2:3]1.Cl[CH2:9][CH2:10][CH2:11][C:12]([NH:14][C:15]1[CH:20]=[CH:19][CH:18]=[C:17]([CH:21]2[CH2:26][CH2:25][N:24]([C:27]3[CH:28]=[CH:29][C:30]4[N:31]([C:33]([C:36]([F:39])([F:38])[F:37])=[N:34][N:35]=4)[N:32]=3)[CH2:23][CH2:22]2)[CH:16]=1)=[O:13].[I-].[Na+]. The catalyst is C1COCC1.CC(N(C)C)=O. The product is [CH3:1][N:2]1[CH2:7][CH2:6][N:5]([CH2:9][CH2:10][CH2:11][C:12]([NH:14][C:15]2[CH:20]=[CH:19][CH:18]=[C:17]([CH:21]3[CH2:26][CH2:25][N:24]([C:27]4[CH:28]=[CH:29][C:30]5[N:31]([C:33]([C:36]([F:39])([F:37])[F:38])=[N:34][N:35]=5)[N:32]=4)[CH2:23][CH2:22]3)[CH:16]=2)=[O:13])[CH2:4][CH2:3]1. The yield is 0.480. (2) The reactants are [CH3:1][C:2]1[CH:8]=[C:7]([S:9]C#N)[CH:6]=[C:5]([O:12][C:13]2[CH:18]=[CH:17][C:16]([S:19]([CH3:22])(=[O:21])=[O:20])=[CH:15][CH:14]=2)[C:3]=1[NH2:4].I[CH:24]([CH3:26])[CH3:25].[OH-].[Na+].[BH4-].[Na+]. The catalyst is O1CCCC1.CC(O)C. The product is [CH:24]([S:9][C:7]1[CH:6]=[C:5]([O:12][C:13]2[CH:14]=[CH:15][C:16]([S:19]([CH3:22])(=[O:21])=[O:20])=[CH:17][CH:18]=2)[C:3]([NH2:4])=[C:2]([CH3:1])[CH:8]=1)([CH3:26])[CH3:25]. The yield is 0.370. (3) The reactants are [OH:1][C:2]1[CH:3]=[C:4]([C:14]2[N:15](C(OC(C)(C)C)=O)[C:16]([C:19]3[S:20][CH:21]=[CH:22][N:23]=3)=[CH:17][CH:18]=2)[CH:5]=[C:6]([O:8][C@@H:9]([CH3:13])[CH2:10][O:11][CH3:12])[CH:7]=1.[N:31]1([C:35]([C:37]2[CH:38]=[C:39]([Cl:44])[C:40](Cl)=[N:41][CH:42]=2)=[O:36])[CH2:34][CH2:33][CH2:32]1.[H-].[Na+].[Cl-].[NH4+]. The catalyst is CS(C)=O. The product is [N:31]1([C:35]([C:37]2[CH:38]=[C:39]([Cl:44])[C:40]([O:1][C:2]3[CH:3]=[C:4]([C:14]4[NH:15][C:16]([C:19]5[S:20][CH:21]=[CH:22][N:23]=5)=[CH:17][CH:18]=4)[CH:5]=[C:6]([O:8][C@@H:9]([CH3:13])[CH2:10][O:11][CH3:12])[CH:7]=3)=[N:41][CH:42]=2)=[O:36])[CH2:34][CH2:33][CH2:32]1. The yield is 0.680.